This data is from Forward reaction prediction with 1.9M reactions from USPTO patents (1976-2016). The task is: Predict the product of the given reaction. (1) The product is: [C:1]([O:5][C:6]([N:8]1[CH2:13][CH2:12][N:11]([S:14]([C:17]2[C:18]([OH:27])=[C:19]([CH:20]=[CH:21][C:22]=2[Cl:23])[NH2:24])(=[O:15])=[O:16])[CH2:10][CH2:9]1)=[O:7])([CH3:4])([CH3:2])[CH3:3]. Given the reactants [C:1]([O:5][C:6]([N:8]1[CH2:13][CH2:12][N:11]([S:14]([C:17]2[C:22]([Cl:23])=[CH:21][CH:20]=[C:19]([N+:24]([O-])=O)[C:18]=2[OH:27])(=[O:16])=[O:15])[CH2:10][CH2:9]1)=[O:7])([CH3:4])([CH3:3])[CH3:2].[H][H], predict the reaction product. (2) Given the reactants Cl.[F:2][C:3]1[CH:8]=[C:7]([S:9]([CH3:12])(=[O:11])=[O:10])[C:6]([F:13])=[CH:5][C:4]=1[NH:14][C@H:15]1[CH2:20][CH2:19][CH2:18][N:17]([CH:21]2[CH2:26][CH2:25][NH:24][CH2:23][CH2:22]2)[C:16]1=[O:27].Cl[C:29]1[N:34]=[CH:33][C:32]([C:35](=[O:37])[CH3:36])=[CH:31][CH:30]=1.CCN(C(C)C)C(C)C, predict the reaction product. The product is: [C:35]([C:32]1[CH:31]=[CH:30][C:29]([N:24]2[CH2:23][CH2:22][CH:21]([N:17]3[CH2:18][CH2:19][CH2:20][C@H:15]([NH:14][C:4]4[CH:5]=[C:6]([F:13])[C:7]([S:9]([CH3:12])(=[O:11])=[O:10])=[CH:8][C:3]=4[F:2])[C:16]3=[O:27])[CH2:26][CH2:25]2)=[N:34][CH:33]=1)(=[O:37])[CH3:36]. (3) The product is: [CH3:9][N:10]([CH3:12])[CH2:11][CH2:2][C:1]([C:4]1[S:5][CH:6]=[CH:7][CH:8]=1)=[O:3]. Given the reactants [C:1]([C:4]1[S:5][CH:6]=[CH:7][CH:8]=1)(=[O:3])[CH3:2].[CH3:9][NH:10][CH3:11].[CH2:12]=O, predict the reaction product. (4) Given the reactants [CH:1]([C:4]1[CH:17]=[CH:16][C:7]([O:8][CH:9]([CH3:15])[C:10]([O:12][CH2:13][CH3:14])=[O:11])=[CH:6][CH:5]=1)([CH3:3])[CH3:2].[CH2:18]([O:25][C:26]1[CH:33]=[CH:32][C:29]([CH2:30]Cl)=[CH:28][CH:27]=1)[C:19]1[CH:24]=[CH:23][CH:22]=[CH:21][CH:20]=1.C1(NC2CCCCC2)CCCCC1, predict the reaction product. The product is: [CH2:18]([O:25][C:26]1[CH:33]=[CH:32][C:29]([CH2:30][C:9]([O:8][C:7]2[CH:16]=[CH:17][C:4]([CH:1]([CH3:2])[CH3:3])=[CH:5][CH:6]=2)([CH3:15])[C:10]([O:12][CH2:13][CH3:14])=[O:11])=[CH:28][CH:27]=1)[C:19]1[CH:24]=[CH:23][CH:22]=[CH:21][CH:20]=1. (5) Given the reactants Br[C:2]1[C:7]([CH3:8])=[CH:6][C:5]([F:9])=[CH:4][N:3]=1.CCN(CC)CC.C[CH2:18][O:19][C:20](C)=[O:21], predict the reaction product. The product is: [CH3:18][O:19][C:20]([C:2]1[C:7]([CH3:8])=[CH:6][C:5]([F:9])=[CH:4][N:3]=1)=[O:21].